Task: Predict the product of the given reaction.. Dataset: Forward reaction prediction with 1.9M reactions from USPTO patents (1976-2016) (1) Given the reactants [N+:1]([C:4]1[CH:9]=[C:8]([Cl:10])[CH:7]=[CH:6][C:5]=1[O:11][C:12](=O)[C:13]1[C:14](=[CH:16][CH:17]=[CH:18][CH:19]=1)[OH:15])([O-])=O.O, predict the reaction product. The product is: [Cl:10][C:8]1[CH:7]=[CH:6][C:5]2[O:11][C:12]3[CH:13]=[CH:19][CH:18]=[CH:17][C:16]=3[C:14](=[O:15])[NH:1][C:4]=2[CH:9]=1. (2) Given the reactants [CH3:1][O:2][C:3]1[CH:8]=[CH:7][CH:6]=[C:5]([O:9][CH3:10])[C:4]=1[CH:11]([NH:19]S(C(C)(C)C)=O)[CH2:12][CH2:13][CH2:14][C:15]([O:17][CH3:18])=[O:16].Cl.O1CCOCC1, predict the reaction product. The product is: [NH2:19][CH:11]([C:4]1[C:5]([O:9][CH3:10])=[CH:6][CH:7]=[CH:8][C:3]=1[O:2][CH3:1])[CH2:12][CH2:13][CH2:14][C:15]([O:17][CH3:18])=[O:16]. (3) Given the reactants [CH3:1][O:2][CH2:3][CH2:4][N:5]([CH2:33][CH2:34][CH3:35])[C:6]([C@H:8]1[CH2:13][CH2:12][C:11]2[C:14]3[C:19]([NH:20][C:21]4[CH:22]=[C:23]5[CH:31]=[N:30][NH:29][C:24]5=[N:25][C:26]=4[O:27]C)=[N:18][CH:17]=[N:16][C:15]=3[S:32][C:10]=2[CH2:9]1)=[O:7].C(O)C.Cl, predict the reaction product. The product is: [OH:27][C:26]1[N:25]=[C:24]2[NH:29][N:30]=[CH:31][C:23]2=[CH:22][C:21]=1[NH:20][C:19]1[C:14]2[C:11]3[CH2:12][CH2:13][C@H:8]([C:6]([N:5]([CH2:4][CH2:3][O:2][CH3:1])[CH2:33][CH2:34][CH3:35])=[O:7])[CH2:9][C:10]=3[S:32][C:15]=2[N:16]=[CH:17][N:18]=1. (4) Given the reactants Br[C:2]1[CH:3]=[C:4]([CH2:7][O:8][C:9]2[CH:14]=[CH:13][C:12]3[C:15]4([CH2:30][O:31][C:11]=3[CH:10]=2)[CH2:20][CH2:19][N:18]([CH2:21][CH2:22][C:23]([O:25][C:26]([CH3:29])([CH3:28])[CH3:27])=[O:24])[CH2:17][CH2:16]4)[S:5][CH:6]=1.O.[O-]P([O-])([O-])=O.[K+].[K+].[K+].[C:41]1([CH3:47])[CH:46]=[CH:45]C=CC=1, predict the reaction product. The product is: [CH:46]1([CH2:45][C:2]2[CH:3]=[C:4]([CH2:7][O:8][C:9]3[CH:14]=[CH:13][C:12]4[C:15]5([CH2:30][O:31][C:11]=4[CH:10]=3)[CH2:20][CH2:19][N:18]([CH2:21][CH2:22][C:23]([O:25][C:26]([CH3:28])([CH3:29])[CH3:27])=[O:24])[CH2:17][CH2:16]5)[S:5][CH:6]=2)[CH2:41][CH2:47]1. (5) Given the reactants [NH:1]1[C:9]2[C:4](=[CH:5][C:6]([C:10]([O:12][C:13]([CH3:16])([CH3:15])[CH3:14])=[O:11])=[CH:7][CH:8]=2)[CH:3]=[CH:2]1.[C:17]([C:19]1[CH:20]=[C:21]([CH2:26][C:27]([O:29][CH3:30])=[O:28])[CH:22]=[CH:23][C:24]=1F)#[N:18].C(=O)([O-])[O-].[K+].[K+], predict the reaction product. The product is: [C:17]([C:19]1[CH:20]=[C:21]([CH2:26][C:27]([O:29][CH3:30])=[O:28])[CH:22]=[CH:23][C:24]=1[N:1]1[C:9]2[C:4](=[CH:5][C:6]([C:10]([O:12][C:13]([CH3:16])([CH3:15])[CH3:14])=[O:11])=[CH:7][CH:8]=2)[CH:3]=[CH:2]1)#[N:18]. (6) Given the reactants [C:1]1([CH3:27])[CH:6]=[CH:5][C:4]([N:7]2[CH2:12][CH2:11][N:10]([C:13]3[N:18]=[C:17](/[CH:19]=[C:20]4/[C:21](=[O:26])[NH:22][C:23](=[O:25])[S:24]/4)[CH:16]=[CH:15][N:14]=3)[CH2:9][CH2:8]2)=[CH:3][CH:2]=1.Br[CH2:29][C:30]([NH2:32])=[O:31].C(=O)([O-])[O-].[K+].[K+], predict the reaction product. The product is: [O:25]=[C:23]1[N:22]([CH2:29][C:30]([NH2:32])=[O:31])[C:21](=[O:26])/[C:20](=[CH:19]/[C:17]2[CH:16]=[CH:15][N:14]=[C:13]([N:10]3[CH2:9][CH2:8][N:7]([C:4]4[CH:3]=[CH:2][C:1]([CH3:27])=[CH:6][CH:5]=4)[CH2:12][CH2:11]3)[N:18]=2)/[S:24]1. (7) Given the reactants [CH2:1]([N:4]([C:18]1[CH:23]=[CH:22][CH:21]=[C:20]([Cl:24])[CH:19]=1)[CH:5]1[CH2:10][CH2:9][CH2:8][N:7]([C:11]([O:13][C:14]([CH3:17])([CH3:16])[CH3:15])=[O:12])[CH2:6]1)[CH:2]=[CH2:3].B.C1C[O:29]CC1.[OH-].[Na+].Cl, predict the reaction product. The product is: [Cl:24][C:20]1[CH:19]=[C:18]([N:4]([CH2:1][CH2:2][CH2:3][OH:29])[CH:5]2[CH2:10][CH2:9][CH2:8][N:7]([C:11]([O:13][C:14]([CH3:17])([CH3:16])[CH3:15])=[O:12])[CH2:6]2)[CH:23]=[CH:22][CH:21]=1. (8) Given the reactants C([O:4][C:5]1[CH:10]=[C:9]([C:11]#[N:12])[C:8](Br)=[C:7]([C:14]#[N:15])[C:6]=1[O:16]C(=O)C)(=O)C.[CH3:20][O:21][CH2:22]/[CH:23]=[CH:24]/B1OC(C)(C)C(C)(C)O1, predict the reaction product. The product is: [OH:16][C:6]1[C:5]([OH:4])=[CH:10][C:9]([C:11]#[N:12])=[C:8](/[CH:24]=[CH:23]/[CH2:22][O:21][CH3:20])[C:7]=1[C:14]#[N:15]. (9) Given the reactants [BH4-].[Na+].[C:3]1([C:27]2[CH:32]=[CH:31][CH:30]=[CH:29][CH:28]=2)[CH:8]=[CH:7][CH:6]=[CH:5][C:4]=1[C:9]1[CH:17]=[CH:16][CH:15]=[C:14]2[C:10]=1[CH2:11][CH:12]([CH2:19][C:20]1([CH3:26])[CH2:25][CH2:24][CH2:23][CH2:22][CH2:21]1)[C:13]2=[O:18], predict the reaction product. The product is: [C:3]1([C:27]2[CH:32]=[CH:31][CH:30]=[CH:29][CH:28]=2)[CH:8]=[CH:7][CH:6]=[CH:5][C:4]=1[C:9]1[CH:17]=[CH:16][CH:15]=[C:14]2[C:10]=1[CH2:11][CH:12]([CH2:19][C:20]1([CH3:26])[CH2:21][CH2:22][CH2:23][CH2:24][CH2:25]1)[CH:13]2[OH:18].